This data is from Forward reaction prediction with 1.9M reactions from USPTO patents (1976-2016). The task is: Predict the product of the given reaction. (1) The product is: [CH3:1][C:2]1[CH:7]=[C:6]([O:8][CH:9]2[CH2:12][N:11]([C:13](=[O:16])[CH2:14][CH3:15])[CH2:10]2)[CH:5]=[C:4]([CH3:17])[C:3]=1[C:18]1[CH:23]=[CH:22][CH:21]=[C:20]([CH2:24][O:25][C:26]2[CH:39]=[CH:38][C:29]3[C@H:30]([CH2:33][C:34]([OH:36])=[O:35])[CH2:31][O:32][C:28]=3[CH:27]=2)[CH:19]=1. Given the reactants [CH3:1][C:2]1[CH:7]=[C:6]([O:8][CH:9]2[CH2:12][N:11]([C:13](=[O:16])[CH2:14][CH3:15])[CH2:10]2)[CH:5]=[C:4]([CH3:17])[C:3]=1[C:18]1[CH:23]=[CH:22][CH:21]=[C:20]([CH2:24][O:25][C:26]2[CH:39]=[CH:38][C:29]3[C@H:30]([CH2:33][C:34]([O:36]C)=[O:35])[CH2:31][O:32][C:28]=3[CH:27]=2)[CH:19]=1.[OH-].[Li+].Cl.O, predict the reaction product. (2) Given the reactants [CH2:1]([O:8][C:9]1[CH:10]=[CH:11][C:12]([O:26][CH:27]([CH3:29])[CH3:28])=[C:13]([C:15]2[NH:25][C:18]3=[N:19][C:20]([CH2:23]Cl)=[CH:21][CH:22]=[C:17]3[N:16]=2)[CH:14]=1)[C:2]1[CH:7]=[CH:6][CH:5]=[CH:4][CH:3]=1.[C-:30]#[N:31].[K+].O, predict the reaction product. The product is: [CH2:1]([O:8][C:9]1[CH:10]=[CH:11][C:12]([O:26][CH:27]([CH3:29])[CH3:28])=[C:13]([C:15]2[NH:25][C:18]3=[N:19][C:20]([CH2:23][C:30]#[N:31])=[CH:21][CH:22]=[C:17]3[N:16]=2)[CH:14]=1)[C:2]1[CH:7]=[CH:6][CH:5]=[CH:4][CH:3]=1. (3) Given the reactants [S:1]1[C:9]2[CH:8]=[CH:7][N:6]=[CH:5][C:4]=2[CH:3]=[CH:2]1.C([Li])CCC.CCCCCC.CN([CH:24]=[O:25])C, predict the reaction product. The product is: [S:1]1[C:9]2[CH:8]=[CH:7][N:6]=[CH:5][C:4]=2[CH:3]=[C:2]1[CH:24]=[O:25]. (4) Given the reactants [O:1]([C:8]1[CH:14]=[CH:13][C:11]([NH2:12])=[CH:10][CH:9]=1)[C:2]1[CH:7]=[CH:6][CH:5]=[CH:4][CH:3]=1.[N:15]([C:18]1[CH:23]=[CH:22][C:21]([C:24]([F:27])([F:26])[F:25])=[CH:20][CH:19]=1)=[C:16]=[O:17], predict the reaction product. The product is: [O:1]([C:8]1[CH:9]=[CH:10][C:11]([NH:12][C:16]([NH:15][C:18]2[CH:19]=[CH:20][C:21]([C:24]([F:25])([F:26])[F:27])=[CH:22][CH:23]=2)=[O:17])=[CH:13][CH:14]=1)[C:2]1[CH:3]=[CH:4][CH:5]=[CH:6][CH:7]=1. (5) Given the reactants C([Li])CCC.[CH2:6]([NH:13][C:14]([C:16]1[CH:21]=[CH:20][N:19]=[CH:18][CH:17]=1)=[O:15])[C:7]1[CH:12]=[CH:11][CH:10]=[CH:9][CH:8]=1.[CH2:22]1[O:24][CH2:23]1.O, predict the reaction product. The product is: [CH2:6]([NH:13][C:14]([C:16]1[CH:21]=[CH:20][N:19]=[CH:18][C:17]=1[CH2:22][CH2:23][OH:24])=[O:15])[C:7]1[CH:8]=[CH:9][CH:10]=[CH:11][CH:12]=1. (6) The product is: [ClH:3].[Cl:3][C:5]([C:8]1[C:16]2[C:11](=[CH:12][CH:13]=[CH:14][CH:15]=2)[N:10]([C:17]2[C:26]3[C:21](=[CH:22][CH:23]=[C:24]([O:27][CH3:28])[CH:25]=3)[N:20]=[CH:19][CH:18]=2)[CH:9]=1)=[O:6]. Given the reactants S(Cl)([Cl:3])=O.[C:5]([C:8]1[C:16]2[C:11](=[CH:12][CH:13]=[CH:14][CH:15]=2)[N:10]([C:17]2[C:26]3[C:21](=[CH:22][CH:23]=[C:24]([O:27][CH3:28])[CH:25]=3)[N:20]=[CH:19][CH:18]=2)[CH:9]=1)(O)=[O:6], predict the reaction product.